Dataset: Peptide-MHC class II binding affinity with 134,281 pairs from IEDB. Task: Regression. Given a peptide amino acid sequence and an MHC pseudo amino acid sequence, predict their binding affinity value. This is MHC class II binding data. (1) The peptide sequence is DDCVVRPIDDRFGLA. The MHC is HLA-DQA10303-DQB10402 with pseudo-sequence HLA-DQA10303-DQB10402. The binding affinity (normalized) is 0.428. (2) The MHC is HLA-DQA10501-DQB10201 with pseudo-sequence HLA-DQA10501-DQB10201. The binding affinity (normalized) is 0.142. The peptide sequence is RCALHWFPGSHLLAC. (3) The peptide sequence is AVSGGLNTLVLRAVL. The MHC is DRB1_0101 with pseudo-sequence DRB1_0101. The binding affinity (normalized) is 0.446. (4) The peptide sequence is GQIGNDPNRDIL. The MHC is DRB5_0101 with pseudo-sequence DRB5_0101. The binding affinity (normalized) is 0. (5) The peptide sequence is AGCQTYKWETFLTSE. The MHC is DRB1_0301 with pseudo-sequence DRB1_0301. The binding affinity (normalized) is 0.111. (6) The peptide sequence is QDKLCGSLIGMTNRA. The MHC is DRB1_1101 with pseudo-sequence DRB1_1101. The binding affinity (normalized) is 0.481. (7) The MHC is HLA-DQA10501-DQB10301 with pseudo-sequence HLA-DQA10501-DQB10301. The binding affinity (normalized) is 0.0336. The peptide sequence is GKAGCQTYKWETFLT.